The task is: Predict which catalyst facilitates the given reaction.. This data is from Catalyst prediction with 721,799 reactions and 888 catalyst types from USPTO. Reactant: [OH:1][C:2]1[CH:7]=[CH:6][C:5]([N:8]2[C:16]3[C:11](=[CH:12][CH:13]=[CH:14][CH:15]=3)[C:10]([CH:17]=O)=[C:9]2[N:19]2[CH:23]=[CH:22][CH:21]=[CH:20]2)=[CH:4][CH:3]=1.Cl.[NH2:25][OH:26].N1C=CC=CC=1. Product: [OH:1][C:2]1[CH:3]=[CH:4][C:5]([N:8]2[C:16]3[C:11](=[CH:12][CH:13]=[CH:14][CH:15]=3)[C:10]([CH:17]=[N:25][OH:26])=[C:9]2[N:19]2[CH:20]=[CH:21][CH:22]=[CH:23]2)=[CH:6][CH:7]=1. The catalyst class is: 8.